This data is from Forward reaction prediction with 1.9M reactions from USPTO patents (1976-2016). The task is: Predict the product of the given reaction. (1) The product is: [O:1]=[C:2]1[NH:5][C@H:4]([C:6]([NH:36][C@H:37]([C:44]([N:46]2[CH2:53][CH2:52][CH2:51][C@H:47]2[C:48]([NH2:50])=[O:49])=[O:45])[CH2:38][C:39]2[N:43]=[CH:42][NH:41][CH:40]=2)=[O:8])[CH2:3]1. Given the reactants [O:1]=[C:2]1[NH:5][C@H:4]([C:6]([OH:8])=O)[CH2:3]1.C1CCC(N=C=NC2CCCCC2)CC1.FC1C(O)=C(F)C(F)=C(F)C=1F.[NH2:36][C@H:37]([C:44]([N:46]1[CH2:53][CH2:52][CH2:51][C@H:47]1[C:48]([NH2:50])=[O:49])=[O:45])[CH2:38][C:39]1[N:43]=[CH:42][NH:41][CH:40]=1, predict the reaction product. (2) Given the reactants [F:1][C:2]1[CH:17]=[CH:16][CH:15]=[C:14]([F:18])[C:3]=1[CH2:4][N:5]1[CH:9]=[C:8]([C:10]([O:12]C)=[O:11])[N:7]=[N:6]1.[OH-].[Na+].Cl, predict the reaction product. The product is: [F:18][C:14]1[CH:15]=[CH:16][CH:17]=[C:2]([F:1])[C:3]=1[CH2:4][N:5]1[CH:9]=[C:8]([C:10]([OH:12])=[O:11])[N:7]=[N:6]1. (3) Given the reactants Br[C:2]1[C:3]([C:25]2[CH:30]=[CH:29][N:28]=[CH:27][CH:26]=2)=[C:4]([C:17]2[CH:22]=[CH:21][C:20]([F:23])=[C:19]([F:24])[CH:18]=2)[N:5]([Si](C(C)C)(C(C)C)C(C)C)[CH:6]=1.[CH2:31]([O:33][C:34]1[CH:39]=[CH:38][C:37]([C@H:40]2[CH2:48][N:47]3[C@H:42]([CH2:43][C:44](=O)[CH2:45][CH2:46]3)[CH2:41]2)=[CH:36][CH:35]=1)[CH3:32].C(OCC)(=O)C.C(N)(C)C, predict the reaction product. The product is: [CH2:31]([O:33][C:34]1[CH:39]=[CH:38][C:37]([C@H:40]2[CH2:48][N:47]3[C@H:42]([CH:43]=[C:44]([C:2]4[C:3]([C:25]5[CH:30]=[CH:29][N:28]=[CH:27][CH:26]=5)=[C:4]([C:17]5[CH:22]=[CH:21][C:20]([F:23])=[C:19]([F:24])[CH:18]=5)[NH:5][CH:6]=4)[CH2:45][CH2:46]3)[CH2:41]2)=[CH:36][CH:35]=1)[CH3:32]. (4) The product is: [Br:18][C:19]1[CH:25]=[C:24]([CH3:26])[C:22]([NH:23][C:2]2[N:6]([CH3:7])[C:5]3[C:8]([CH:13]([CH2:16][CH3:17])[CH2:14][CH3:15])=[CH:9][CH:10]=[C:11]([Cl:12])[C:4]=3[N:3]=2)=[C:21]([O:27][CH3:28])[CH:20]=1. Given the reactants Cl[C:2]1[N:6]([CH3:7])[C:5]2[C:8]([CH:13]([CH2:16][CH3:17])[CH2:14][CH3:15])=[CH:9][CH:10]=[C:11]([Cl:12])[C:4]=2[N:3]=1.[Br:18][C:19]1[CH:25]=[C:24]([CH3:26])[C:22]([NH2:23])=[C:21]([O:27][CH3:28])[CH:20]=1, predict the reaction product. (5) Given the reactants CS([O:5][CH2:6][CH:7]1[CH2:14][CH2:13][C:10]2([CH2:12][CH2:11]2)[CH2:9][CH2:8]1)(=O)=O.[CH:15]1([C:18]2[C:19](O)=[CH:20][C:21]3[N:22]([CH:24]=[N:25][N:26]=3)[CH:23]=2)[CH2:17][CH2:16]1.C(=O)([O-])[O-].[K+].[K+].O, predict the reaction product. The product is: [CH:15]1([C:18]2[C:19]([O:5][CH2:6][CH:7]3[CH2:14][CH2:13][C:10]4([CH2:12][CH2:11]4)[CH2:9][CH2:8]3)=[CH:20][C:21]3[N:22]([CH:24]=[N:25][N:26]=3)[CH:23]=2)[CH2:17][CH2:16]1. (6) The product is: [CH3:33][N:32]([CH3:34])[C:29]1[N:28]=[CH:27][C:26]([NH:25][C:20]([C:7]2[N:8]([CH2:12][C:13]3[CH:18]=[CH:17][CH:16]=[C:15]([F:19])[CH:14]=3)[C:9]3[C:5]([CH:6]=2)=[CH:4][C:3]([Si:2]([CH3:23])([CH3:24])[CH3:1])=[CH:11][CH:10]=3)=[O:21])=[CH:31][CH:30]=1. Given the reactants [CH3:1][Si:2]([CH3:24])([CH3:23])[C:3]1[CH:4]=[C:5]2[C:9](=[CH:10][CH:11]=1)[N:8]([CH2:12][C:13]1[CH:18]=[CH:17][CH:16]=[C:15]([F:19])[CH:14]=1)[C:7]([C:20](O)=[O:21])=[CH:6]2.[NH2:25][C:26]1[CH:27]=[N:28][C:29]([N:32]([CH3:34])[CH3:33])=[CH:30][CH:31]=1.Cl.CN(C)CCCN=C=NCC.ON1C2C=CC=CC=2N=N1, predict the reaction product. (7) Given the reactants C(Cl)(=O)C(Cl)=O.CS(C)=O.[C:11]([O:15][C:16]([N:18]1[CH2:23][CH2:22][CH:21]([CH:24]([OH:31])[CH:25]([CH3:30])[C:26](=[O:29])[CH2:27][CH3:28])[CH2:20][CH2:19]1)=[O:17])([CH3:14])([CH3:13])[CH3:12].C(N(CC)C(C)C)(C)C, predict the reaction product. The product is: [C:11]([O:15][C:16]([N:18]1[CH2:23][CH2:22][CH:21]([C:24](=[O:31])[CH:25]([CH3:30])[C:26](=[O:29])[CH2:27][CH3:28])[CH2:20][CH2:19]1)=[O:17])([CH3:13])([CH3:12])[CH3:14]. (8) The product is: [CH3:1][C:2]1[CH:9]=[C:8]([CH3:10])[CH:7]=[C:6]([CH3:11])[C:3]=1[CH2:4][NH2:12]. Given the reactants [CH3:1][C:2]1[CH:9]=[C:8]([CH3:10])[CH:7]=[C:6]([CH3:11])[C:3]=1[CH2:4]Cl.[N-:12]=[N+]=[N-].[Na+].O.C1(P(C2C=CC=CC=2)C2C=CC=CC=2)C=CC=CC=1, predict the reaction product. (9) Given the reactants O=C[C@@H:3]([C@H:5]([C@@H:7]([C@@H:9]([CH2:11][OH:12])[OH:10])[OH:8])O)O.C1C=[N+]([C@@H]2[O:23][C@H:22](COP(OP(OC[C@H]3O[C@@H](N4C5N=CN=C(N)C=5N=C4)[C@H](OP(O)(O)=O)[C@@H]3O)(O)=O)(O)=O)[C@@H](O)[C@H]2O)C=C(C(N)=O)C=1.[Cl-].[K+].[C:63](#N)C, predict the reaction product. The product is: [CH3:22][O:23][C:7]1([O:8][CH3:63])[CH2:5][CH2:3][O:12][CH2:11][C@@H:9]1[OH:10]. (10) Given the reactants [NH2:1][C:2]1[S:3][CH:4]=[C:5]([C:13]2[CH:18]=[CH:17][CH:16]=[CH:15][CH:14]=2)[C:6]=1[C:7]([O:9][CH2:10][CH2:11][CH3:12])=[O:8].[C:19](Cl)(=[O:26])[C:20]1[CH:25]=[CH:24][CH:23]=[CH:22][CH:21]=1.N1C=CC=CC=1, predict the reaction product. The product is: [C:19]([NH:1][C:2]1[S:3][CH:4]=[C:5]([C:13]2[CH:18]=[CH:17][CH:16]=[CH:15][CH:14]=2)[C:6]=1[C:7]([O:9][CH2:10][CH2:11][CH3:12])=[O:8])(=[O:26])[C:20]1[CH:25]=[CH:24][CH:23]=[CH:22][CH:21]=1.